From a dataset of Peptide-MHC class I binding affinity with 185,985 pairs from IEDB/IMGT. Regression. Given a peptide amino acid sequence and an MHC pseudo amino acid sequence, predict their binding affinity value. This is MHC class I binding data. (1) The peptide sequence is HRCQAIRK. The MHC is HLA-B08:01 with pseudo-sequence HLA-B08:01. The binding affinity (normalized) is 0. (2) The peptide sequence is SLPPPGTRV. The MHC is HLA-A02:06 with pseudo-sequence HLA-A02:06. The binding affinity (normalized) is 0.156. (3) The peptide sequence is RPAFPAGTF. The MHC is HLA-B07:02 with pseudo-sequence HLA-B07:02. The binding affinity (normalized) is 0.683. (4) The peptide sequence is IRQVLFLE. The MHC is HLA-B27:05 with pseudo-sequence HLA-B27:05. The binding affinity (normalized) is 0.0930. (5) The peptide sequence is FPQAAPHGVV. The MHC is HLA-B54:01 with pseudo-sequence HLA-B54:01. The binding affinity (normalized) is 0.745. (6) The peptide sequence is FVFDRPLPV. The MHC is HLA-A02:01 with pseudo-sequence HLA-A02:01. The binding affinity (normalized) is 0.998. (7) The peptide sequence is VSTGESSILR. The MHC is HLA-A03:01 with pseudo-sequence HLA-A03:01. The binding affinity (normalized) is 0.0643.